Dataset: Drug-target binding data from BindingDB using Ki measurements. Task: Regression. Given a target protein amino acid sequence and a drug SMILES string, predict the binding affinity score between them. We predict pKi (pKi = -log10(Ki in M); higher means stronger inhibition). Dataset: bindingdb_ki. The compound is Oc1c2c(nc3ccccc13)C(c1ccc3occc3c1)N(c1ncc(-c3ccccn3)cn1)C2. The target protein (O54735) has sequence MLPFGDKTRDMVNAWFSERVHNIPVCKEGIRAHTESCSCSLPQSPHADNTTPGAPARKISASEFDRPLRPIVVKDSEGTVSFLSDSGKKEQMPLTSPRFDSDEGDQCSRLLELVKDISSHLDVTALCHKIFLHIHGLISADRYSLFLVCEDSSKDKFLVSRLFDVAEGSTLEEASNNCIRLEWNKGIVGHVAAFGEPLNIKDAYEDPRFNAEVDQITGYKTQSILCMPIKNHREEVVGVAQAINKKSGNGGTFTEKDEKDFAAYLAFCGIVLHNAQLYETSLLENKRNQVLLDLASLIFEEQQSLEVILKKIAATIISFMQVQKCTIFIVDEDCPDSFSRVFQMEWEEVGKSSEPLTREHDANKINYMYAQYVKNTMEPLNIPDVTKDNRFPWTNENMGHINTHCIRSLLCTPIKNGKKNKVIGVCQLVNKMEEKTGKIKAFNQNDEQFLEAFVIFCGLGIQNTQMYEAVERAMAKQMVTLEVLSYHASAAEEETRELQA.... The pKi is 9.5.